Dataset: NCI-60 drug combinations with 297,098 pairs across 59 cell lines. Task: Regression. Given two drug SMILES strings and cell line genomic features, predict the synergy score measuring deviation from expected non-interaction effect. (1) Drug 1: CC1=C2C(C(=O)C3(C(CC4C(C3C(C(C2(C)C)(CC1OC(=O)C(C(C5=CC=CC=C5)NC(=O)OC(C)(C)C)O)O)OC(=O)C6=CC=CC=C6)(CO4)OC(=O)C)OC)C)OC. Drug 2: CC1=C(C=C(C=C1)C(=O)NC2=CC(=CC(=C2)C(F)(F)F)N3C=C(N=C3)C)NC4=NC=CC(=N4)C5=CN=CC=C5. Cell line: EKVX. Synergy scores: CSS=60.7, Synergy_ZIP=21.0, Synergy_Bliss=20.5, Synergy_Loewe=-18.3, Synergy_HSA=18.6. (2) Drug 1: C1=CC(=CC=C1C#N)C(C2=CC=C(C=C2)C#N)N3C=NC=N3. Synergy scores: CSS=12.1, Synergy_ZIP=0.791, Synergy_Bliss=-0.661, Synergy_Loewe=-50.3, Synergy_HSA=-1.63. Cell line: MCF7. Drug 2: CC=C1C(=O)NC(C(=O)OC2CC(=O)NC(C(=O)NC(CSSCCC=C2)C(=O)N1)C(C)C)C(C)C. (3) Drug 1: C1CN1P(=S)(N2CC2)N3CC3. Drug 2: C1=CN(C=N1)CC(O)(P(=O)(O)O)P(=O)(O)O. Cell line: SF-268. Synergy scores: CSS=15.0, Synergy_ZIP=-1.28, Synergy_Bliss=1.20, Synergy_Loewe=-1.48, Synergy_HSA=-0.241. (4) Drug 1: COC1=C2C(=CC3=C1OC=C3)C=CC(=O)O2. Drug 2: C1CN(P(=O)(OC1)NCCCl)CCCl. Cell line: CCRF-CEM. Synergy scores: CSS=-1.72, Synergy_ZIP=3.52, Synergy_Bliss=2.60, Synergy_Loewe=-2.90, Synergy_HSA=-3.07. (5) Drug 1: CC1=C2C(C(=O)C3(C(CC4C(C3C(C(C2(C)C)(CC1OC(=O)C(C(C5=CC=CC=C5)NC(=O)OC(C)(C)C)O)O)OC(=O)C6=CC=CC=C6)(CO4)OC(=O)C)OC)C)OC. Drug 2: COC1=C2C(=CC3=C1OC=C3)C=CC(=O)O2. Cell line: SR. Synergy scores: CSS=21.4, Synergy_ZIP=-11.9, Synergy_Bliss=-22.9, Synergy_Loewe=-56.7, Synergy_HSA=-22.5. (6) Drug 1: CC12CCC(CC1=CCC3C2CCC4(C3CC=C4C5=CN=CC=C5)C)O. Drug 2: CCC1=C2CN3C(=CC4=C(C3=O)COC(=O)C4(CC)O)C2=NC5=C1C=C(C=C5)O. Cell line: HOP-92. Synergy scores: CSS=44.7, Synergy_ZIP=4.76, Synergy_Bliss=5.20, Synergy_Loewe=-41.0, Synergy_HSA=6.35.